This data is from Reaction yield outcomes from USPTO patents with 853,638 reactions. The task is: Predict the reaction yield, written as a fraction of the theoretical maximum amount of product (1.0 means a 100% yield; for example, 0.34 means a 34% yield). (1) The reactants are [Cl:1][C:2]1[CH:3]=[CH:4][C:5]([OH:10])=[C:6]([CH:9]=1)[CH:7]=[O:8].C([O-])([O-])=O.[K+].[K+].[CH2:17]([O:19][CH:20]([O:23][CH2:24][CH3:25])[CH2:21]Br)[CH3:18]. The catalyst is CN(C=O)C. The product is [Cl:1][C:2]1[CH:3]=[CH:4][C:5]([O:10][CH2:21][CH:20]([O:23][CH2:24][CH3:25])[O:19][CH2:17][CH3:18])=[C:6]([CH:9]=1)[CH:7]=[O:8]. The yield is 0.380. (2) No catalyst specified. The reactants are Cl.[C:2]1([CH2:8][CH2:9][CH2:10][CH2:11][C:12]([OH:14])=O)[CH:7]=[CH:6][CH:5]=[CH:4][CH:3]=1.[NH2:15][C@@H:16]([CH2:34][O:35][CH2:36][C:37]1[CH:42]=[CH:41][CH:40]=[CH:39][CH:38]=1)[C:17]([NH:19][C:20]1[CH:25]=[CH:24][C:23]([O:26][C:27]2[CH:32]=[CH:31][C:30]([F:33])=[CH:29][CH:28]=2)=[CH:22][CH:21]=1)=[O:18]. The yield is 0.462. The product is [CH2:36]([O:35][CH2:34][C@H:16]([NH:15][C:12](=[O:14])[CH2:11][CH2:10][CH2:9][CH2:8][C:2]1[CH:3]=[CH:4][CH:5]=[CH:6][CH:7]=1)[C:17]([NH:19][C:20]1[CH:25]=[CH:24][C:23]([O:26][C:27]2[CH:32]=[CH:31][C:30]([F:33])=[CH:29][CH:28]=2)=[CH:22][CH:21]=1)=[O:18])[C:37]1[CH:42]=[CH:41][CH:40]=[CH:39][CH:38]=1. (3) The reactants are [C:1]12[C:7](=[CH:8][CH:9]=[CH:10][CH:11]=1)[NH:6][C:5](=[O:12])[O:4][C:2]2=[O:3].[H-].[Na+].[F:15][C:16]1[CH:23]=[CH:22][C:19]([CH2:20]Br)=[CH:18][CH:17]=1.O. The catalyst is CN(C)C=O. The product is [F:15][C:16]1[CH:23]=[CH:22][C:19]([CH2:20][N:6]2[C:7]3[CH:8]=[CH:9][CH:10]=[CH:11][C:1]=3[C:2](=[O:3])[O:4][C:5]2=[O:12])=[CH:18][CH:17]=1. The yield is 0.900. (4) The reactants are [CH3:1][C:2]1[C:7]2[NH:8][CH:9]=[N:10][C:6]=2[C:5]([C:11](O)=[O:12])=[CH:4][C:3]=1[N+:14]([O-:16])=[O:15].S(N)([NH2:20])(=O)=O.N1C=CC=CC=1. The catalyst is O. The product is [CH3:1][C:2]1[C:7]2[NH:8][CH:9]=[N:10][C:6]=2[C:5]([C:11]([NH2:20])=[O:12])=[CH:4][C:3]=1[N+:14]([O-:16])=[O:15]. The yield is 0.850.